This data is from Peptide-MHC class II binding affinity with 134,281 pairs from IEDB. The task is: Regression. Given a peptide amino acid sequence and an MHC pseudo amino acid sequence, predict their binding affinity value. This is MHC class II binding data. (1) The peptide sequence is SDSWLKDSAIMVASD. The MHC is DRB1_1201 with pseudo-sequence DRB1_1201. The binding affinity (normalized) is 0.633. (2) The binding affinity (normalized) is 0.173. The peptide sequence is VLGVATFFCWMAEVPGTK. The MHC is DRB1_1501 with pseudo-sequence DRB1_1501. (3) The peptide sequence is VSCRVKLSALTLKGT. The MHC is DRB1_1501 with pseudo-sequence DRB1_1501. The binding affinity (normalized) is 0.325. (4) The peptide sequence is PELVPEDPEDSALLEDPAGT. The MHC is DRB1_0701 with pseudo-sequence DRB1_0701. The binding affinity (normalized) is 0.173. (5) The peptide sequence is AITAMSEAQKAAKPA. The MHC is DRB1_1101 with pseudo-sequence DRB1_1101. The binding affinity (normalized) is 0.310. (6) The peptide sequence is THIFAEVLKD. The MHC is HLA-DQA10101-DQB10501 with pseudo-sequence HLA-DQA10101-DQB10501. The binding affinity (normalized) is 0.0430. (7) The peptide sequence is YDMFLANVSTVLTGK. The MHC is DRB1_1602 with pseudo-sequence DRB1_1602. The binding affinity (normalized) is 0.886.